This data is from Reaction yield outcomes from USPTO patents with 853,638 reactions. The task is: Predict the reaction yield, written as a fraction of the theoretical maximum amount of product (1.0 means a 100% yield; for example, 0.34 means a 34% yield). (1) The reactants are Br[C:2]1[C:3]([S:8][C:9]([CH3:16])([CH3:15])[C:10]([O:12][CH2:13][CH3:14])=[O:11])=[N:4][CH:5]=[CH:6][CH:7]=1.CC1(C)C(C)(C)OB([C:25]2[C:34]3[C:29](=[CH:30][CH:31]=[CH:32][CH:33]=3)[C:28]([C:35]#[N:36])=[CH:27][CH:26]=2)O1.C(=O)([O-])[O-].[Na+].[Na+]. The catalyst is O1CCOCC1. The product is [C:35]([C:28]1[C:29]2[C:34](=[CH:33][CH:32]=[CH:31][CH:30]=2)[C:25]([C:2]2[C:3]([S:8][C:9]([CH3:16])([CH3:15])[C:10]([O:12][CH2:13][CH3:14])=[O:11])=[N:4][CH:5]=[CH:6][CH:7]=2)=[CH:26][CH:27]=1)#[N:36]. The yield is 0.360. (2) The reactants are [F:1][C:2]1[CH:14]=[C:13]2[C:5]([C:6]3[CH2:7][CH2:8][NH:9][CH:10](C(O)=O)[C:11]=3[NH:12]2)=[CH:4][CH:3]=1.C([O-])([O-])=O.[K+].[K+].O. The catalyst is Cl.CO. The product is [F:1][C:2]1[CH:14]=[C:13]2[C:5]([C:6]3[CH2:7][CH2:8][NH:9][CH2:10][C:11]=3[NH:12]2)=[CH:4][CH:3]=1. The yield is 0.790. (3) The reactants are [CH3:1][O:2][C:3]([CH:5]1[CH:10]([C:11]2[CH:16]=[CH:15][C:14]([O:17][CH2:18][CH2:19][O:20][Si](C(C)(C)C)(C)C)=[CH:13][CH:12]=2)[CH2:9][CH2:8][N:7]([C:28]([O:30][C:31]([CH3:34])([CH3:33])[CH3:32])=[O:29])[CH2:6]1)=[O:4].CCCC[N+](CCCC)(CCCC)CCCC.[F-].[NH4+].[Cl-]. The catalyst is C1COCC1. The product is [CH3:1][O:2][C:3]([CH:5]1[CH:10]([C:11]2[CH:16]=[CH:15][C:14]([O:17][CH2:18][CH2:19][OH:20])=[CH:13][CH:12]=2)[CH2:9][CH2:8][N:7]([C:28]([O:30][C:31]([CH3:34])([CH3:33])[CH3:32])=[O:29])[CH2:6]1)=[O:4]. The yield is 0.870. (4) The reactants are [F:1][C:2]1[CH:3]=[C:4]([CH:9]2[CH2:14][CH2:13][N:12]([C:15]([C:17]3[CH:18]=[N:19][C:20]4[N:21]([N:32]=[CH:33][C:34]=4[C:35](O)=[O:36])[C:22]=3[NH:23][C:24]3[CH:29]=[C:28]([CH3:30])[CH:27]=[CH:26][C:25]=3[CH3:31])=[O:16])[CH2:11][CH2:10]2)[CH:5]=[CH:6][C:7]=1[F:8].[CH2:38]([S:40]([NH2:43])(=[O:42])=[O:41])[CH3:39]. No catalyst specified. The product is [F:1][C:2]1[CH:3]=[C:4]([CH:9]2[CH2:10][CH2:11][N:12]([C:15]([C:17]3[CH:18]=[N:19][C:20]4[N:21]([N:32]=[CH:33][C:34]=4[C:35]([NH:43][S:40]([CH2:38][CH3:39])(=[O:42])=[O:41])=[O:36])[C:22]=3[NH:23][C:24]3[CH:29]=[C:28]([CH3:30])[CH:27]=[CH:26][C:25]=3[CH3:31])=[O:16])[CH2:13][CH2:14]2)[CH:5]=[CH:6][C:7]=1[F:8]. The yield is 0.660. (5) The reactants are [C:1]1([C:7]([C:17]2[CH:22]=[CH:21][CH:20]=[CH:19][CH:18]=2)=[CH:8][C:9]2[CH:14]=[C:13]([Br:15])[CH:12]=[C:11](Br)[CH:10]=2)[CH:6]=[CH:5][CH:4]=[CH:3][CH:2]=1.[C:23]1(B(O)O)[CH:28]=[CH:27][CH:26]=[CH:25][CH:24]=1.C(=O)([O-])[O-].[Na+].[Na+]. The catalyst is C1C=CC([P]([Pd]([P](C2C=CC=CC=2)(C2C=CC=CC=2)C2C=CC=CC=2)([P](C2C=CC=CC=2)(C2C=CC=CC=2)C2C=CC=CC=2)[P](C2C=CC=CC=2)(C2C=CC=CC=2)C2C=CC=CC=2)(C2C=CC=CC=2)C2C=CC=CC=2)=CC=1.C1(C)C=CC=CC=1. The product is [C:1]1([C:7]([C:17]2[CH:18]=[CH:19][CH:20]=[CH:21][CH:22]=2)=[CH:8][C:9]2[CH:14]=[C:13]([Br:15])[CH:12]=[C:11]([C:23]3[CH:28]=[CH:27][CH:26]=[CH:25][CH:24]=3)[CH:10]=2)[CH:2]=[CH:3][CH:4]=[CH:5][CH:6]=1. The yield is 0.560. (6) The reactants are Cl[C:2]1[CH:3]=[CH:4][N:5]2[C:10]([C:11]=1[CH3:12])=[C:9]([CH:13]1[CH2:15][CH2:14]1)[CH:8]=[C:7]([C:16]([O:18][CH3:19])=[O:17])[C:6]2=[O:20].[NH:21]1[C:29]2[C:24](=[CH:25][C:26](B(O)O)=[CH:27][CH:28]=2)[CH:23]=[CH:22]1. No catalyst specified. The product is [CH:13]1([C:9]2[CH:8]=[C:7]([C:16]([O:18][CH3:19])=[O:17])[C:6](=[O:20])[N:5]3[C:10]=2[C:11]([CH3:12])=[C:2]([C:26]2[CH:25]=[C:24]4[C:29](=[CH:28][CH:27]=2)[NH:21][CH:22]=[CH:23]4)[CH:3]=[CH:4]3)[CH2:15][CH2:14]1. The yield is 0.470. (7) The reactants are [CH3:1][O:2][C:3]1[CH:8]=[CH:7][C:6]([C@@H:9]([NH:11][C@@H:12]2[C:21]3[N:20]=[CH:19][CH:18]=[CH:17][C:16]=3[CH2:15][CH2:14][C@@H:13]2[CH2:22][CH2:23][C:24](OCC)=[O:25])[CH3:10])=[CH:5][CH:4]=1.[H-].[Al+3].[Li+].[H-].[H-].[H-]. The catalyst is O1CCCC1. The product is [CH3:1][O:2][C:3]1[CH:8]=[CH:7][C:6]([C@@H:9]([NH:11][C@@H:12]2[C:21]3[N:20]=[CH:19][CH:18]=[CH:17][C:16]=3[CH2:15][CH2:14][C@@H:13]2[CH2:22][CH2:23][CH2:24][OH:25])[CH3:10])=[CH:5][CH:4]=1. The yield is 0.640. (8) The reactants are C(OC(=O)[NH:7][CH:8]([CH3:16])[CH2:9][N:10]1[CH2:15][CH2:14][O:13][CH2:12][CH2:11]1)(C)(C)C.Cl. The catalyst is CO. The product is [CH3:16][C@H:8]([NH2:7])[CH2:9][N:10]1[CH2:15][CH2:14][O:13][CH2:12][CH2:11]1. The yield is 0.960. (9) The reactants are [CH2:1]([C:4]1[CH:9]=[C:8]([C:10]2[S:11][CH:12]=[C:13]([C:15]3[CH:20]=[CH:19][C:18]([NH2:21])=[CH:17][CH:16]=3)[N:14]=2)[CH:7]=[CH:6][N:5]=1)[CH2:2][CH3:3].[C:22]([O:26][C:27](O[C:27]([O:26][C:22]([CH3:25])([CH3:24])[CH3:23])=[O:28])=[O:28])([CH3:25])([CH3:24])[CH3:23]. The catalyst is CN(C)C1C=CN=CC=1.C1COCC1. The product is [CH2:1]([C:4]1[CH:9]=[C:8]([C:10]2[S:11][CH:12]=[C:13]([C:15]3[CH:16]=[CH:17][C:18]([NH:21][C:27](=[O:28])[O:26][C:22]([CH3:25])([CH3:24])[CH3:23])=[CH:19][CH:20]=3)[N:14]=2)[CH:7]=[CH:6][N:5]=1)[CH2:2][CH3:3]. The yield is 0.430.